Dataset: Reaction yield outcomes from USPTO patents with 853,638 reactions. Task: Predict the reaction yield, written as a fraction of the theoretical maximum amount of product (1.0 means a 100% yield; for example, 0.34 means a 34% yield). (1) The reactants are [NH:1]1[C:9]2[C:4](=[CH:5][C:6]([NH2:10])=[CH:7][CH:8]=2)[CH:3]=[CH:2]1.C(N(CC)CC)C.[CH2:18]([O:20][C:21](Cl)=[O:22])[CH3:19]. The catalyst is ClCCl. The product is [CH2:18]([O:20][C:21](=[O:22])[NH:10][C:6]1[CH:5]=[C:4]2[C:9](=[CH:8][CH:7]=1)[NH:1][CH:2]=[CH:3]2)[CH3:19]. The yield is 0.352. (2) The reactants are [CH2:1]1[C:9]2[C:4](=[CH:5][CH:6]=[CH:7][CH:8]=2)[CH2:3][CH:2]1[CH2:10][C:11]([OH:13])=[O:12].[CH3:14][CH2:15]O. No catalyst specified. The product is [CH2:3]1[C:4]2[C:9](=[CH:8][CH:7]=[CH:6][CH:5]=2)[CH2:1][CH:2]1[CH2:10][C:11]([O:13][CH2:14][CH3:15])=[O:12]. The yield is 0.900. (3) The reactants are [CH:1]([N:4]1[CH2:9][CH2:8][CH:7]([O:10][C:11]2[CH:19]=[CH:18][C:17]3[N:16]4[CH2:20][CH2:21][NH:22][C:23](=[O:24])[C:15]4=[CH:14][C:13]=3[CH:12]=2)[CH2:6][CH2:5]1)([CH3:3])[CH3:2].[H-].[Na+].Br[CH2:28][CH2:29][CH2:30][OH:31]. No catalyst specified. The product is [OH:31][CH2:30][CH2:29][CH2:28][N:22]1[CH2:21][CH2:20][N:16]2[C:17]3[CH:18]=[CH:19][C:11]([O:10][CH:7]4[CH2:8][CH2:9][N:4]([CH:1]([CH3:3])[CH3:2])[CH2:5][CH2:6]4)=[CH:12][C:13]=3[CH:14]=[C:15]2[C:23]1=[O:24]. The yield is 0.660.